This data is from Catalyst prediction with 721,799 reactions and 888 catalyst types from USPTO. The task is: Predict which catalyst facilitates the given reaction. (1) Reactant: [NH2:1][C:2]1[CH:3]=[N:4][CH:5]=[CH:6][CH:7]=1.C(N(CC)CC)C.Cl[C:16](Cl)([O:18]C(=O)OC(Cl)(Cl)Cl)Cl.[Cl:27][C:28]1[CH:29]=[C:30]([C:34]2[CH:35]=[CH:36][C:37]3[C:43](=[O:44])[CH2:42][CH2:41][CH2:40][NH:39][C:38]=3[N:45]=2)[CH:31]=[CH:32][CH:33]=1. Product: [Cl:27][C:28]1[CH:29]=[C:30]([C:34]2[CH:35]=[CH:36][C:37]3[C:43](=[O:44])[CH2:42][CH2:41][CH2:40][N:39]([C:16]([NH:1][C:2]4[CH:3]=[N:4][CH:5]=[CH:6][CH:7]=4)=[O:18])[C:38]=3[N:45]=2)[CH:31]=[CH:32][CH:33]=1. The catalyst class is: 20. (2) Reactant: [F:1][C:2]1[CH:7]=[C:6]([S:8][CH3:9])[CH:5]=[CH:4][C:3]=1[NH2:10].[Li+].C[Si]([N-][Si](C)(C)C)(C)C.F[C:22]1[C:30]2[S:29][N:28]=[CH:27][C:26]=2[CH:25]=[CH:24][C:23]=1[C:31]([OH:33])=[O:32]. Product: [F:1][C:2]1[CH:7]=[C:6]([S:8][CH3:9])[CH:5]=[CH:4][C:3]=1[NH:10][C:22]1[C:30]2[S:29][N:28]=[CH:27][C:26]=2[CH:25]=[CH:24][C:23]=1[C:31]([OH:33])=[O:32]. The catalyst class is: 1.